The task is: Predict which catalyst facilitates the given reaction.. This data is from Catalyst prediction with 721,799 reactions and 888 catalyst types from USPTO. (1) Reactant: [S:1]1[C:5]2[CH:6]=[CH:7][CH:8]=[CH:9][C:4]=2[N:3]=[C:2]1[NH:10][C:11]1[CH:16]=[CH:15][C:14]([OH:17])=[CH:13][CH:12]=1.F[C:19]1[C:20]([CH:25]2[CH2:30][CH2:29][N:28]([C:31](=[O:33])[CH3:32])[CH2:27][CH2:26]2)=[N:21][CH:22]=[CH:23][N:24]=1.C(=O)([O-])[O-].[Cs+].[Cs+]. Product: [S:1]1[C:5]2[CH:6]=[CH:7][CH:8]=[CH:9][C:4]=2[N:3]=[C:2]1[NH:10][C:11]1[CH:16]=[CH:15][C:14]([O:17][C:19]2[C:20]([CH:25]3[CH2:26][CH2:27][N:28]([C:31](=[O:33])[CH3:32])[CH2:29][CH2:30]3)=[N:21][CH:22]=[CH:23][N:24]=2)=[CH:13][CH:12]=1. The catalyst class is: 16. (2) Reactant: [CH3:1][O:2][C:3]1[CH:8]=[CH:7][C:6]([C:9]2[CH:14]=[CH:13][C:12]([CH:15](C(OC)=O)[C:16]([O:18]C)=[O:17])=[C:11]([N+:24]([O-:26])=[O:25])[CH:10]=2)=[CH:5][CH:4]=1. Product: [CH3:1][O:2][C:3]1[CH:4]=[CH:5][C:6]([C:9]2[CH:14]=[CH:13][C:12]([CH2:15][C:16]([OH:18])=[O:17])=[C:11]([N+:24]([O-:26])=[O:25])[CH:10]=2)=[CH:7][CH:8]=1. The catalyst class is: 33. (3) Reactant: [C:1]1(=[O:11])[NH:5][C:4](=[O:6])[C:3]2=[CH:7][CH:8]=[CH:9][CH:10]=[C:2]12.[C:12]1(P([C:12]2[CH:17]=CC=[CH:14][CH:13]=2)[C:12]2[CH:17]=CC=[CH:14][CH:13]=2)[CH:17]=CC=[CH:14][CH:13]=1.N(C(OCC)=O)=NC(OCC)=O. Product: [CH3:14][C@@H:13]([N:5]1[C:1](=[O:11])[C:2]2[C:3](=[CH:7][CH:8]=[CH:9][CH:10]=2)[C:4]1=[O:6])[C:12]#[CH:17]. The catalyst class is: 207. (4) Reactant: C(O[C:6]([N:8]1[CH2:13][CH2:12][N:11]([CH2:14][C:15]2([CH3:26])[O:19][C:18]3=[N:20][C:21]([N+:23]([O-:25])=[O:24])=[CH:22][N:17]3[CH2:16]2)[CH2:10][CH2:9]1)=O)(C)(C)C.FC(F)(F)C(O)=O.C(N(CC)CC)C.BrC[C:43]([NH:45][C:46]1[CH:51]=[CH:50][C:49]([C:52]([F:55])([F:54])[F:53])=[CH:48][CH:47]=1)=[O:44].C(=O)([O-])[O-].[K+].[K+].[I-].[Na+]. Product: [CH3:26][C:15]1([CH2:14][N:11]2[CH2:10][CH2:9][N:8]([CH2:6][C:43]([NH:45][C:46]3[CH:47]=[CH:48][C:49]([C:52]([F:53])([F:54])[F:55])=[CH:50][CH:51]=3)=[O:44])[CH2:13][CH2:12]2)[O:19][C:18]2=[N:20][C:21]([N+:23]([O-:25])=[O:24])=[CH:22][N:17]2[CH2:16]1. The catalyst class is: 6.